From a dataset of Forward reaction prediction with 1.9M reactions from USPTO patents (1976-2016). Predict the product of the given reaction. (1) Given the reactants [OH:1][C@@:2]1([C:9]#[C:10][C:11]2[CH:12]=[C:13]([N:17]3[C:21]4=[CH:22][N:23]=[C:24]([CH3:26])[CH:25]=[C:20]4[C:19]([C:27]([O:29]C)=O)=[N:18]3)[CH:14]=[CH:15][CH:16]=2)[CH2:6][CH2:5][N:4]([CH3:7])[C:3]1=[O:8].[NH3:31], predict the reaction product. The product is: [OH:1][C@@:2]1([C:9]#[C:10][C:11]2[CH:12]=[C:13]([N:17]3[C:21]4=[CH:22][N:23]=[C:24]([CH3:26])[CH:25]=[C:20]4[C:19]([C:27]([NH2:31])=[O:29])=[N:18]3)[CH:14]=[CH:15][CH:16]=2)[CH2:6][CH2:5][N:4]([CH3:7])[C:3]1=[O:8]. (2) Given the reactants [OH:1][CH:2]([CH:6]([NH:14][C:15](=[O:33])[C:16]1[CH:21]=[CH:20][CH:19]=[N:18][C:17]=1[N:22]1[CH:26]=[CH:25][C:24]([C:27]2[CH:32]=[CH:31][CH:30]=[CH:29][CH:28]=2)=[N:23]1)[CH2:7][C:8]1[CH:13]=[CH:12][CH:11]=[CH:10][CH:9]=1)[C:3](O)=[O:4].Cl.[CH3:35][O:36][NH2:37], predict the reaction product. The product is: [OH:1][CH:2]([C:3]([NH:37][O:36][CH3:35])=[O:4])[CH:6]([NH:14][C:15](=[O:33])[C:16]1[CH:21]=[CH:20][CH:19]=[N:18][C:17]=1[N:22]1[CH:26]=[CH:25][C:24]([C:27]2[CH:28]=[CH:29][CH:30]=[CH:31][CH:32]=2)=[N:23]1)[CH2:7][C:8]1[CH:13]=[CH:12][CH:11]=[CH:10][CH:9]=1.